From a dataset of Reaction yield outcomes from USPTO patents with 853,638 reactions. Predict the reaction yield, written as a fraction of the theoretical maximum amount of product (1.0 means a 100% yield; for example, 0.34 means a 34% yield). (1) The reactants are [CH3:1][NH:2][CH3:3].CS(O[CH2:9][CH2:10][CH2:11][CH:12]([NH:20]C(OC(C)(C)C)=O)[C:13]1[CH:18]=[CH:17][C:16]([Cl:19])=[CH:15][CH:14]=1)(=O)=O. The catalyst is C1COCC1. The product is [Cl:19][C:16]1[CH:15]=[CH:14][C:13]([CH:12]([NH2:20])[CH2:11][CH2:10][CH2:9][N:2]([CH3:3])[CH3:1])=[CH:18][CH:17]=1. The yield is 0.870. (2) The reactants are [F:1][C:2]1[CH:7]=[CH:6][C:5]([N:8]2[CH:13]=[CH:12][C:11]3=[N:14][C:15]([CH2:17][O:18][C:19]4[CH:20]=[C:21]([CH3:25])[CH:22]=[CH:23][CH:24]=4)=[CH:16][N:10]3[C:9]2=[O:26])=[CH:4][CH:3]=1. The catalyst is [Ni].CO. The product is [F:1][C:2]1[CH:7]=[CH:6][C:5]([N:8]2[CH2:13][CH2:12][C:11]3=[N:14][C:15]([CH2:17][O:18][C:19]4[CH:20]=[C:21]([CH3:25])[CH:22]=[CH:23][CH:24]=4)=[CH:16][N:10]3[C:9]2=[O:26])=[CH:4][CH:3]=1. The yield is 0.480. (3) The reactants are [Cl:1][C:2]1[CH:3]=[C:4]2[CH:10]=[CH:9][N:8]([C:11]3[N:15]([CH3:16])[N:14]=[C:13]([CH3:17])[C:12]=3/[CH:18]=[CH:19]/[C:20](O)=[O:21])[C:5]2=[N:6][CH:7]=1.CC1C=CC=C([N+]([O-])=O)C=1C(OC(=O)C1C([N+]([O-])=O)=CC=CC=1C)=O.[CH2:48]([S:52]([NH2:55])(=[O:54])=[O:53])[CH2:49][CH2:50][CH3:51].C(N(CC)CC)C. The product is [CH2:48]([S:52]([NH:55][C:20](=[O:21])/[CH:19]=[CH:18]/[C:12]1[C:13]([CH3:17])=[N:14][N:15]([CH3:16])[C:11]=1[N:8]1[C:5]2=[N:6][CH:7]=[C:2]([Cl:1])[CH:3]=[C:4]2[CH:10]=[CH:9]1)(=[O:54])=[O:53])[CH2:49][CH2:50][CH3:51]. The yield is 0.880. The catalyst is CN(C)C1C=CN=CC=1.C(#N)C. (4) The yield is 0.618. The product is [C:1]([CH:5]([C@@H:21]1[CH2:22][C@H:23]([OH:25])[CH2:24]1)[C:6]([C:15]1[CH:16]=[CH:17][CH:18]=[CH:19][CH:20]=1)([C:9]1[CH:10]=[CH:11][CH:12]=[CH:13][CH:14]=1)[O:7][SiH3:8])([CH3:4])([CH3:2])[CH3:3]. The catalyst is C1COCC1. The reactants are [C:1]([CH:5]([CH:21]1[CH2:24][C:23](=[O:25])[CH2:22]1)[C:6]([C:15]1[CH:20]=[CH:19][CH:18]=[CH:17][CH:16]=1)([C:9]1[CH:14]=[CH:13][CH:12]=[CH:11][CH:10]=1)[O:7][SiH3:8])([CH3:4])([CH3:3])[CH3:2].CCC(C)[BH-](C(C)CC)C(C)CC.[Li+].